From a dataset of Forward reaction prediction with 1.9M reactions from USPTO patents (1976-2016). Predict the product of the given reaction. (1) Given the reactants [CH2:1]([N:8]([CH2:20][C:21]1[CH:26]=[CH:25][CH:24]=[CH:23][CH:22]=1)[CH:9]([C:13]1([OH:19])[CH2:18][CH2:17][CH2:16][CH2:15][CH2:14]1)[C:10]([OH:12])=[O:11])[C:2]1[CH:7]=[CH:6][CH:5]=[CH:4][CH:3]=1.F[C:28]1[CH:33]=[CH:32][CH:31]=[CH:30][C:29]=1[N+:34]([O-])=O.C[Si]([N-][Si](C)(C)C)(C)C.[K+].C1(C)C=CC=CC=1.OS([O-])(=O)=O.[K+], predict the reaction product. The product is: [NH2:34][C:29]1[CH:30]=[CH:31][CH:32]=[CH:33][C:28]=1[O:19][C:13]1([CH:9]([N:8]([CH2:1][C:2]2[CH:3]=[CH:4][CH:5]=[CH:6][CH:7]=2)[CH2:20][C:21]2[CH:26]=[CH:25][CH:24]=[CH:23][CH:22]=2)[C:10]([OH:12])=[O:11])[CH2:14][CH2:15][CH2:16][CH2:17][CH2:18]1. (2) Given the reactants [C:1]([C:5]1[N:10]=[C:9]([N:11]2[CH2:16][CH2:15][N:14]([CH2:17][CH2:18][CH2:19][CH2:20][NH2:21])[CH2:13][CH2:12]2)[CH:8]=[C:7]([C:22]([F:25])([F:24])[F:23])[N:6]=1)([CH3:4])([CH3:3])[CH3:2].C1N=CN([C:31](N2C=NC=C2)=[O:32])C=1.[CH3:38][O:39][C:40]1[CH:45]=[CH:44][C:43]([N:46]2[CH2:51][CH2:50][NH:49][CH2:48][CH2:47]2)=[CH:42][CH:41]=1, predict the reaction product. The product is: [C:1]([C:5]1[N:10]=[C:9]([N:11]2[CH2:16][CH2:15][N:14]([CH2:17][CH2:18][CH2:19][CH2:20][NH:21][C:31]([N:49]3[CH2:50][CH2:51][N:46]([C:43]4[CH:42]=[CH:41][C:40]([O:39][CH3:38])=[CH:45][CH:44]=4)[CH2:47][CH2:48]3)=[O:32])[CH2:13][CH2:12]2)[CH:8]=[C:7]([C:22]([F:24])([F:25])[F:23])[N:6]=1)([CH3:4])([CH3:2])[CH3:3].